From a dataset of Full USPTO retrosynthesis dataset with 1.9M reactions from patents (1976-2016). Predict the reactants needed to synthesize the given product. (1) The reactants are: Cl.[Br:2][C:3]1[CH:4]=[C:5]2[C:10](=[CH:11][CH:12]=1)[N:9]=[CH:8][CH:7]=[C:6]2Cl.[I-:14].[Na+].C(#N)CC.S([O-])([O-])=O.[Na+].[Na+]. Given the product [Br:2][C:3]1[CH:4]=[C:5]2[C:10](=[CH:11][CH:12]=1)[N:9]=[CH:8][CH:7]=[C:6]2[I:14], predict the reactants needed to synthesize it. (2) Given the product [O:3]1[CH:2]2[O:8][CH2:10][CH2:11][CH:1]2[CH:5]([OH:7])[CH2:4]1, predict the reactants needed to synthesize it. The reactants are: [CH2:1]1O[CH:5]([OH:7])[CH2:4][O:3][CH:2]1[OH:8].O1C=C[CH2:11][CH2:10]1.C(O)(=O)C.C(OC(=O)C)(=O)C.